Task: Regression. Given two drug SMILES strings and cell line genomic features, predict the synergy score measuring deviation from expected non-interaction effect.. Dataset: NCI-60 drug combinations with 297,098 pairs across 59 cell lines (1) Drug 1: C1=CC(=CC=C1CCCC(=O)O)N(CCCl)CCCl. Drug 2: CC12CCC3C(C1CCC2O)C(CC4=C3C=CC(=C4)O)CCCCCCCCCS(=O)CCCC(C(F)(F)F)(F)F. Cell line: NCIH23. Synergy scores: CSS=42.7, Synergy_ZIP=-3.05, Synergy_Bliss=-7.47, Synergy_Loewe=-7.72, Synergy_HSA=-7.48. (2) Drug 1: CN(C)C1=NC(=NC(=N1)N(C)C)N(C)C. Drug 2: C(CCl)NC(=O)N(CCCl)N=O. Cell line: SK-MEL-5. Synergy scores: CSS=-3.01, Synergy_ZIP=3.30, Synergy_Bliss=6.52, Synergy_Loewe=-2.65, Synergy_HSA=-0.860. (3) Drug 1: CN(C)N=NC1=C(NC=N1)C(=O)N. Drug 2: C1=NNC2=C1C(=O)NC=N2. Cell line: PC-3. Synergy scores: CSS=-0.807, Synergy_ZIP=-1.08, Synergy_Bliss=-2.63, Synergy_Loewe=-4.62, Synergy_HSA=-4.40. (4) Drug 1: C1CC(C1)(C(=O)O)C(=O)O.[NH2-].[NH2-].[Pt+2]. Drug 2: C1=NC(=NC(=O)N1C2C(C(C(O2)CO)O)O)N. Cell line: A549. Synergy scores: CSS=14.6, Synergy_ZIP=-3.32, Synergy_Bliss=2.16, Synergy_Loewe=-1.21, Synergy_HSA=1.09. (5) Drug 1: CC1C(C(CC(O1)OC2CC(CC3=C2C(=C4C(=C3O)C(=O)C5=C(C4=O)C(=CC=C5)OC)O)(C(=O)C)O)N)O.Cl. Drug 2: COCCOC1=C(C=C2C(=C1)C(=NC=N2)NC3=CC=CC(=C3)C#C)OCCOC.Cl. Cell line: OVCAR-8. Synergy scores: CSS=33.8, Synergy_ZIP=-0.142, Synergy_Bliss=3.52, Synergy_Loewe=2.80, Synergy_HSA=3.06. (6) Drug 1: C1=NC2=C(N=C(N=C2N1C3C(C(C(O3)CO)O)F)Cl)N. Drug 2: CS(=O)(=O)OCCCCOS(=O)(=O)C. Cell line: HOP-62. Synergy scores: CSS=-4.11, Synergy_ZIP=0.711, Synergy_Bliss=0.518, Synergy_Loewe=-10.5, Synergy_HSA=-3.63. (7) Drug 1: CC(CN1CC(=O)NC(=O)C1)N2CC(=O)NC(=O)C2. Cell line: SK-MEL-28. Synergy scores: CSS=36.8, Synergy_ZIP=4.44, Synergy_Bliss=5.54, Synergy_Loewe=-5.94, Synergy_HSA=5.67. Drug 2: CCC1(CC2CC(C3=C(CCN(C2)C1)C4=CC=CC=C4N3)(C5=C(C=C6C(=C5)C78CCN9C7C(C=CC9)(C(C(C8N6C)(C(=O)OC)O)OC(=O)C)CC)OC)C(=O)OC)O.OS(=O)(=O)O. (8) Drug 1: CC1=C(C(=CC=C1)Cl)NC(=O)C2=CN=C(S2)NC3=CC(=NC(=N3)C)N4CCN(CC4)CCO. Drug 2: C1=NNC2=C1C(=O)NC=N2. Cell line: NCI-H226. Synergy scores: CSS=10.3, Synergy_ZIP=-6.47, Synergy_Bliss=-5.27, Synergy_Loewe=-17.2, Synergy_HSA=-3.97. (9) Drug 1: CC12CCC3C(C1CCC2O)C(CC4=C3C=CC(=C4)O)CCCCCCCCCS(=O)CCCC(C(F)(F)F)(F)F. Drug 2: CC(C)(C#N)C1=CC(=CC(=C1)CN2C=NC=N2)C(C)(C)C#N. Cell line: NCI-H226. Synergy scores: CSS=2.76, Synergy_ZIP=-1.28, Synergy_Bliss=-0.990, Synergy_Loewe=1.47, Synergy_HSA=-0.526.